From a dataset of Reaction yield outcomes from USPTO patents with 853,638 reactions. Predict the reaction yield, written as a fraction of the theoretical maximum amount of product (1.0 means a 100% yield; for example, 0.34 means a 34% yield). The reactants are Br[C:2]1[CH:3]=[CH:4][C:5]([F:29])=[C:6]([C:8]2([C:19]3[CH:24]=[CH:23][N:22]=[C:21]([C:25]([F:28])([F:27])[F:26])[CH:20]=3)[C:16]3[C:11](=[C:12]([F:17])[CH:13]=[CH:14][CH:15]=3)[C:10]([NH2:18])=[N:9]2)[CH:7]=1.[CH3:30][S:31]([C:34]1[CH:35]=[C:36](B(O)O)[CH:37]=[N:38][CH:39]=1)(=[O:33])=[O:32]. No catalyst specified. The product is [F:17][C:12]1[CH:13]=[CH:14][CH:15]=[C:16]2[C:11]=1[C:10]([NH2:18])=[N:9][C:8]2([C:6]1[CH:7]=[C:2]([C:36]2[CH:37]=[N:38][CH:39]=[C:34]([S:31]([CH3:30])(=[O:33])=[O:32])[CH:35]=2)[CH:3]=[CH:4][C:5]=1[F:29])[C:19]1[CH:24]=[CH:23][N:22]=[C:21]([C:25]([F:26])([F:27])[F:28])[CH:20]=1. The yield is 0.580.